Dataset: Choline transporter screen with 302,306 compounds. Task: Binary Classification. Given a drug SMILES string, predict its activity (active/inactive) in a high-throughput screening assay against a specified biological target. (1) The result is 0 (inactive). The compound is s1c(Nc2oc(c(n2)N)C(=O)Nc2ccccc2)nc(c1)C. (2) The molecule is S(CC(=O)N1C(CCCC1)C)c1n(c(nn1)CSc1ncccn1)C. The result is 0 (inactive).